Dataset: Peptide-MHC class I binding affinity with 185,985 pairs from IEDB/IMGT. Task: Regression. Given a peptide amino acid sequence and an MHC pseudo amino acid sequence, predict their binding affinity value. This is MHC class I binding data. (1) The peptide sequence is GIFSNPHPV. The MHC is HLA-A02:06 with pseudo-sequence HLA-A02:06. The binding affinity (normalized) is 0.589. (2) The peptide sequence is PFMIDVQQW. The MHC is HLA-A23:01 with pseudo-sequence HLA-A23:01. The binding affinity (normalized) is 0.224. (3) The peptide sequence is GDVRPKSSSLI. The MHC is H-2-Kd with pseudo-sequence H-2-Kd. The binding affinity (normalized) is 0.00697. (4) The peptide sequence is PKPKSKPKPKI. The MHC is Mamu-A01 with pseudo-sequence Mamu-A01. The binding affinity (normalized) is 0. (5) The peptide sequence is ESQMLIPKSY. The MHC is HLA-A30:02 with pseudo-sequence HLA-A30:02. The binding affinity (normalized) is 0.344.